Dataset: Catalyst prediction with 721,799 reactions and 888 catalyst types from USPTO. Task: Predict which catalyst facilitates the given reaction. (1) Reactant: [C:1]([O:5][C:6]([NH:8][CH2:9][CH2:10][NH:11][CH2:12][CH2:13][NH2:14])=[O:7])([CH3:4])([CH3:3])[CH3:2].[F:15][C:16]([F:23])([F:22])[C:17](OCC)=[O:18]. Product: [C:1]([O:5][C:6]([NH:8][CH2:9][CH2:10][NH:11][CH2:12][CH2:13][NH:14][C:17](=[O:18])[C:16]([F:23])([F:22])[F:15])=[O:7])([CH3:4])([CH3:3])[CH3:2]. The catalyst class is: 10. (2) Reactant: [CH2:1]([O:3][C:4]([C:6]1([C:9]2[CH:14]=[CH:13][C:12]([C:15]3[CH:20]=[CH:19][C:18]([C:21]4[O:25][N:24]=[C:23]([CH3:26])[C:22]=4[CH:27]([OH:37])[CH2:28][NH:29][CH2:30][C:31]4[CH:36]=[CH:35][CH:34]=[CH:33][CH:32]=4)=[CH:17][CH:16]=3)=[CH:11][CH:10]=2)[CH2:8][CH2:7]1)=[O:5])[CH3:2].C(N(CC)CC)C.[C:45](Cl)(Cl)=[O:46].CCOC(C)=O. Product: [CH2:1]([O:3][C:4]([C:6]1([C:9]2[CH:10]=[CH:11][C:12]([C:15]3[CH:20]=[CH:19][C:18]([C:21]4[O:25][N:24]=[C:23]([CH3:26])[C:22]=4[CH:27]4[O:37][C:45](=[O:46])[N:29]([CH2:30][C:31]5[CH:36]=[CH:35][CH:34]=[CH:33][CH:32]=5)[CH2:28]4)=[CH:17][CH:16]=3)=[CH:13][CH:14]=2)[CH2:8][CH2:7]1)=[O:5])[CH3:2]. The catalyst class is: 11. (3) Reactant: [Cl:1][C:2]1[N:7]=[C:6](Cl)[CH:5]=[CH:4][N:3]=1.C([O-])([O-])=O.[Na+].[Na+].[CH3:15][O:16][C:17]1[CH:18]=[C:19]2[C:23](=[CH:24][CH:25]=1)[CH2:22][NH:21][CH2:20]2. Product: [Cl:1][C:2]1[N:7]=[C:6]([N:21]2[CH2:20][C:19]3[C:23](=[CH:24][CH:25]=[C:17]([O:16][CH3:15])[CH:18]=3)[CH2:22]2)[CH:5]=[CH:4][N:3]=1. The catalyst class is: 14. (4) Reactant: FC(F)(F)C(O)=O.C(OC([N:15]1[CH2:20][CH2:19][CH:18]([NH:21][C:22]2[CH:27]=[C:26]([CH3:28])[C:25]([N+:29]([O-:31])=[O:30])=[CH:24][N:23]=2)[CH2:17][CH2:16]1)=O)(C)(C)C.[ClH:32]. Product: [ClH:32].[CH3:28][C:26]1[C:25]([N+:29]([O-:31])=[O:30])=[CH:24][N:23]=[C:22]([NH:21][CH:18]2[CH2:19][CH2:20][NH:15][CH2:16][CH2:17]2)[CH:27]=1.[ClH:32]. The catalyst class is: 269.